Dataset: Reaction yield outcomes from USPTO patents with 853,638 reactions. Task: Predict the reaction yield, written as a fraction of the theoretical maximum amount of product (1.0 means a 100% yield; for example, 0.34 means a 34% yield). (1) The reactants are [CH:1]([C@H:4]1[C:8]([C:15]2[CH:20]=[CH:19][CH:18]=[CH:17][CH:16]=2)([C:9]2[CH:14]=[CH:13][CH:12]=[CH:11][CH:10]=2)[O:7][C:6](=[O:21])[N:5]1[C:22](=[O:35])/[CH:23]=[CH:24]/[C:25]1[CH:30]=[CH:29][CH:28]=[CH:27][C:26]=1[C:31]([F:34])([F:33])[F:32])([CH3:3])[CH3:2].N12CCCN=C1CCCCC2.[N+:47]([CH3:50])([O-:49])=[O:48].Cl. The catalyst is CN(C)C=O.O.C(OCC)(=O)C.CCCCCCC. The product is [CH:1]([C@H:4]1[C:8]([C:15]2[CH:20]=[CH:19][CH:18]=[CH:17][CH:16]=2)([C:9]2[CH:10]=[CH:11][CH:12]=[CH:13][CH:14]=2)[O:7][C:6](=[O:21])[N:5]1[C:22](=[O:35])[CH2:23][C@@H:24]([C:25]1[CH:30]=[CH:29][CH:28]=[CH:27][C:26]=1[C:31]([F:32])([F:34])[F:33])[CH2:50][N+:47]([O-:49])=[O:48])([CH3:3])[CH3:2]. The yield is 0.740. (2) The reactants are [N:1]1[CH:6]=[CH:5][CH:4]=[CH:3][C:2]=1[CH2:7][NH2:8].[OH-].[Na+].[Cl:11][CH2:12][CH2:13][O:14][CH2:15][CH2:16][C:17](Cl)=[O:18]. The catalyst is C(Cl)Cl. The product is [Cl:11][CH2:12][CH2:13][O:14][CH2:15][CH2:16][C:17]([NH:8][CH2:7][C:2]1[CH:3]=[CH:4][CH:5]=[CH:6][N:1]=1)=[O:18]. The yield is 0.650. (3) The product is [CH3:1][N:2]1[C:6]([CH3:15])([CH2:7][CH2:8][C:9]2[CH:10]=[CH:11][CH:12]=[CH:13][CH:14]=2)[C:5](=[O:16])[N:4]([CH2:20][C:21](=[O:22])[C:23]2[CH:24]=[N:25][CH:26]=[CH:27][CH:28]=2)[C:3]1=[O:17]. The reactants are [CH3:1][N:2]1[C:6]([CH3:15])([CH2:7][CH2:8][C:9]2[CH:14]=[CH:13][CH:12]=[CH:11][CH:10]=2)[C:5](=[O:16])[NH:4][C:3]1=[O:17].Br.Br[CH2:20][C:21]([C:23]1[CH:24]=[N:25][CH:26]=[CH:27][CH:28]=1)=[O:22]. No catalyst specified. The yield is 0.130. (4) The reactants are [ClH:1].[CH2:2]([C:5]1[N:6]=[C:7]([NH2:10])[NH:8][CH:9]=1)[C:3]#[CH:4].[N:11]([CH2:14][C:15]([CH3:23])=[CH:16][C:17]1[CH:22]=[CH:21][CH:20]=[CH:19][CH:18]=1)=[N+:12]=[N-:13]. No catalyst specified. The product is [ClH:1].[CH3:23][C:15](=[CH:16][C:17]1[CH:22]=[CH:21][CH:20]=[CH:19][CH:18]=1)[CH2:14][N:11]1[CH:4]=[C:3]([CH2:2][C:5]2[N:6]=[C:7]([NH2:10])[NH:8][CH:9]=2)[N:13]=[N:12]1. The yield is 0.910. (5) The yield is 0.530. The reactants are [F:1][C:2]1[CH:7]=[CH:6][C:5]([N:8]2[C:16]3[CH2:15][CH2:14][CH2:13][NH:12][C:11]=3[CH:10]=[N:9]2)=[CH:4][CH:3]=1.[O:17]1[C:21]2[CH:22]=[CH:23][CH:24]=[CH:25][C:20]=2[N:19]=[C:18]1[CH2:26][C:27](O)=[O:28].CCN(CC)CC.CN(C(ON1N=NC2C=CC=NC1=2)=[N+](C)C)C.F[P-](F)(F)(F)(F)F. The catalyst is CN(C=O)C. The product is [O:17]1[C:21]2[CH:22]=[CH:23][CH:24]=[CH:25][C:20]=2[N:19]=[C:18]1[CH2:26][C:27]([N:12]1[CH2:13][CH2:14][CH2:15][C:16]2[N:8]([C:5]3[CH:4]=[CH:3][C:2]([F:1])=[CH:7][CH:6]=3)[N:9]=[CH:10][C:11]1=2)=[O:28]. (6) The reactants are [O:1]1[CH2:6][C:5](=[O:7])[NH:4][C:3]2[N:8]=[CH:9][CH:10]=[CH:11][C:2]1=2.[Br:12]Br. The catalyst is CC(O)=O. The product is [Br:12][N:8]1[CH:3]2[C:2]([O:1][CH2:6][C:5](=[O:7])[NH:4]2)=[CH:11][CH:10]=[CH:9]1. The yield is 0.720. (7) The reactants are F[C:2]1[C:3]([N:8]2[CH:12]=[C:11]([CH:13]=[O:14])[C:10]([CH3:15])=[N:9]2)=[N:4][CH:5]=[CH:6][CH:7]=1.[NH:16]1[CH2:21][CH2:20][O:19][CH2:18][CH2:17]1. The catalyst is ClCCl. The product is [CH3:15][C:10]1[C:11]([CH:13]=[O:14])=[CH:12][N:8]([C:3]2[C:2]([N:16]3[CH2:21][CH2:20][O:19][CH2:18][CH2:17]3)=[CH:7][CH:6]=[CH:5][N:4]=2)[N:9]=1. The yield is 0.720. (8) The reactants are F[C:2]1[C:3]([N+:15]([O-:17])=[O:16])=[C:4]([C:9]2[N:14]=[CH:13][CH:12]=[CH:11][N:10]=2)[CH:5]=[C:6]([F:8])[CH:7]=1.C([NH2:22])(C)(C)C.O. The catalyst is O1CCOCC1. The product is [F:8][C:6]1[CH:5]=[C:4]([C:9]2[N:14]=[CH:13][CH:12]=[CH:11][N:10]=2)[C:3]([N+:15]([O-:17])=[O:16])=[C:2]([NH2:22])[CH:7]=1. The yield is 0.900. (9) The yield is 0.890. The catalyst is C(O)C. The reactants are [NH2:1][C:2]1[CH:10]=[C:9]([N+:11]([O-:13])=[O:12])[CH:8]=[CH:7][C:3]=1[C:4]([OH:6])=O.C(O)(=O)C.[CH:18](N)=[NH:19]. The product is [N+:11]([C:9]1[CH:10]=[C:2]2[C:3]([C:4]([OH:6])=[N:19][CH:18]=[N:1]2)=[CH:7][CH:8]=1)([O-:13])=[O:12]. (10) The reactants are [N:1]#[C:2][NH2:3].[O-]CC.[Na+].[CH3:8][CH2:9][C:10](=O)[CH:11]([CH2:13][CH3:14])[OH:12].O. The catalyst is C(O)C. The product is [NH2:1][C:2]1[O:12][C:11]([CH2:13][CH3:14])=[C:10]([CH2:9][CH3:8])[N:3]=1. The yield is 0.297.